The task is: Predict the reaction yield, written as a fraction of the theoretical maximum amount of product (1.0 means a 100% yield; for example, 0.34 means a 34% yield).. This data is from Reaction yield outcomes from USPTO patents with 853,638 reactions. (1) The reactants are C1CN([P+](ON2N=N[C:20]3[CH:21]=[CH:22][CH:23]=[CH:24][C:19]2=3)(N2CCCC2)N2CCCC2)CC1.F[P-](F)(F)(F)(F)F.CN(C=[O:38])C.[CH3:39][N:40]1[CH2:45][CH2:44]O[CH2:42][CH2:41]1.[NH:46]([CH3:48])[CH3:47].[CH3:49][C:50]([O:53]C)([CH3:52])[CH3:51].[CH3:55][CH2:56][O:57]C(C)=O. The catalyst is CN(C1C=CN=CC=1)C. The product is [C:50]([O:53][C:39]([N:40]1[CH2:41][CH2:42][C:55]([C:56](=[O:57])[N:46]([CH3:48])[CH3:47])([C:19]2[CH:20]=[CH:21][CH:22]=[CH:23][CH:24]=2)[CH2:44][CH2:45]1)=[O:38])([CH3:49])([CH3:51])[CH3:52]. The yield is 0.900. (2) The reactants are [N:1]([C:4]1([CH3:11])[CH:9]([OH:10])[CH2:8][CH:7]=[CH:6][CH2:5]1)=[N+:2]=[N-:3].[CH2:12]([NH2:19])[C:13]1[CH:18]=[CH:17][CH:16]=[CH:15][CH:14]=1.[BH3-]C#N.[Na+]. The catalyst is CO.C(Cl)Cl.CO. The product is [N:1]([C:4]1([CH3:11])[CH2:5][CH2:6][N:19]([CH2:12][C:13]2[CH:18]=[CH:17][CH:16]=[CH:15][CH:14]=2)[CH2:7][CH2:8][CH:9]1[OH:10])=[N+:2]=[N-:3]. The yield is 0.730. (3) The reactants are CCCC[N+](CCCC)(CCCC)CCCC.[F-].[CH3:19][O:20][C:21]1[CH:30]=[C:29]2[C:24]([CH2:25][C:26]([CH3:45])([CH3:44])[N:27]([CH2:31][C:32]3[CH:37]=[C:36]([O:38][CH3:39])[C:35]([O:40][CH3:41])=[C:34]([O:42][CH3:43])[CH:33]=3)[CH2:28]2)=[CH:23][C:22]=1[O:46][Si](C(C)C)(C(C)C)C(C)C.COC1C=C(C=CC=1)CN1C(C)(C)CC2C(=CC(OC)=C(O)C=2)C1. No catalyst specified. The product is [CH3:19][O:20][C:21]1[CH:30]=[C:29]2[C:24]([CH2:25][C:26]([CH3:44])([CH3:45])[N:27]([CH2:31][C:32]3[CH:33]=[C:34]([O:42][CH3:43])[C:35]([O:40][CH3:41])=[C:36]([O:38][CH3:39])[CH:37]=3)[CH2:28]2)=[CH:23][C:22]=1[OH:46]. The yield is 0.710. (4) The reactants are [Cl:1][C:2]1[N:7]=[C:6]([NH:8][C:9](=[O:11])[CH3:10])[CH:5]=[C:4](Cl)[N:3]=1.[CH2:13]([O:15][C:16]1[CH:17]=[C:18]([CH:27]=[CH:28][C:29]=1[O:30][CH3:31])[CH2:19][N:20]1[CH2:25][CH2:24][CH:23]([NH2:26])[CH2:22][CH2:21]1)[CH3:14]. The catalyst is CC(N(C)C)=O. The product is [Cl:1][C:2]1[N:7]=[C:6]([NH:8][C:9](=[O:11])[CH3:10])[CH:5]=[C:4]([NH:26][CH:23]2[CH2:24][CH2:25][N:20]([CH2:19][C:18]3[CH:27]=[CH:28][C:29]([O:30][CH3:31])=[C:16]([O:15][CH2:13][CH3:14])[CH:17]=3)[CH2:21][CH2:22]2)[N:3]=1. The yield is 0.0300. (5) The reactants are [OH:1][CH2:2][C:3]([O:5][C@:6]([C:35]1[CH:40]=[CH:39][C:38]([F:41])=[CH:37][C:36]=1[F:42])([CH2:29][N:30]1[CH:34]=[N:33][CH:32]=[N:31]1)[C@H:7]([S:9][C@@H:10]1[CH2:15][O:14][C@@H:13](/[CH:16]=[CH:17]/[CH:18]=[CH:19]/[C:20]2[CH:25]=[CH:24][C:23]([C:26]#[N:27])=[CH:22][C:21]=2[F:28])[O:12][CH2:11]1)[CH3:8])=[O:4].N1C=NN=N1.C([O:51][P:52]([O:60]CC=C)N(C(C)C)C(C)C)C=C.C([O:68]O)(C)(C)C.C(=O)([O-])O.[Na+:74].S([O-])([O-])(=O)=S.[Na+].[Na+]. The product is [P:52]([O-:60])([O:1][CH2:2][C:3]([O:5][C@:6]([C:35]1[CH:40]=[CH:39][C:38]([F:41])=[CH:37][C:36]=1[F:42])([CH2:29][N:30]1[CH:34]=[N:33][CH:32]=[N:31]1)[C@H:7]([S:9][C@@H:10]1[CH2:11][O:12][C@@H:13](/[CH:16]=[CH:17]/[CH:18]=[CH:19]/[C:20]2[CH:25]=[CH:24][C:23]([C:26]#[N:27])=[CH:22][C:21]=2[F:28])[O:14][CH2:15]1)[CH3:8])=[O:4])([OH:68])=[O:51].[Na+:74]. The catalyst is ClCCl.CO. The yield is 0.840. (6) No catalyst specified. The product is [F:27][C:28]1[CH:29]=[CH:30][C:31]([CH2:32][N:33]2[CH2:37][CH2:36][N:35]([C:38]3[S:39][C:40]([C:44]([NH:57][CH2:56][C:53]4[S:52][C:51]([CH3:50])=[N:55][CH:54]=4)=[O:45])=[C:41]([CH3:43])[N:42]=3)[C:34]2=[O:47])=[CH:48][CH:49]=1. The yield is 0.450. The reactants are ClC1C=CC2SC=C(CN3CCN(C4SC(C(O)=O)=C(C)N=4)C3=O)C=2C=1.[F:27][C:28]1[CH:49]=[CH:48][C:31]([CH2:32][N:33]2[CH2:37][CH2:36][N:35]([C:38]3[S:39][C:40]([C:44](O)=[O:45])=[C:41]([CH3:43])[N:42]=3)[C:34]2=[O:47])=[CH:30][CH:29]=1.[CH3:50][C:51]1[S:52][C:53]([CH2:56][NH2:57])=[CH:54][N:55]=1. (7) The reactants are [NH2:1][CH2:2][C:3]1([CH2:23][O:24][CH2:25][C:26]2[CH:31]=[CH:30][CH:29]=[CH:28][CH:27]=2)[CH2:22][CH2:21][CH2:20][C:5]2([O:9][C:8](=[O:10])[N:7]([CH2:11][C:12]3[CH:17]=[CH:16][C:15]([O:18][CH3:19])=[CH:14][CH:13]=3)[CH2:6]2)[CH2:4]1.C(=O)([O-])[O-].[K+].[K+].F[C:39]1[CH:40]=[C:41]([CH:44]=[CH:45][C:46]=1[N+:47]([O-:49])=[O:48])[C:42]#[N:43]. The catalyst is C(#N)C. The product is [CH3:19][O:18][C:15]1[CH:16]=[CH:17][C:12]([CH2:11][N:7]2[CH2:6][C:5]3([CH2:20][CH2:21][CH2:22][C:3]([CH2:2][NH:1][C:44]4[CH:45]=[C:46]([N+:47]([O-:49])=[O:48])[CH:39]=[CH:40][C:41]=4[C:42]#[N:43])([CH2:23][O:24][CH2:25][C:26]4[CH:27]=[CH:28][CH:29]=[CH:30][CH:31]=4)[CH2:4]3)[O:9][C:8]2=[O:10])=[CH:13][CH:14]=1. The yield is 0.830. (8) The reactants are C[Si]([C:5]#[C:6][C:7]1[N:14]=[CH:13][CH:12]=[CH:11][C:8]=1[C:9]#[N:10])(C)C.[CH3:15][O-:16].[Na+].[CH3:18][OH:19]. No catalyst specified. The product is [CH3:15][O:16][CH:5]([O:19][CH3:18])[CH2:6][C:7]1[N:14]=[CH:13][CH:12]=[CH:11][C:8]=1[C:9]#[N:10]. The yield is 0.750.